Dataset: Full USPTO retrosynthesis dataset with 1.9M reactions from patents (1976-2016). Task: Predict the reactants needed to synthesize the given product. (1) Given the product [Cl:17][C:18]1[CH:23]=[CH:22][C:21]([C:2]2[N:3]=[C:4]([N:7]3[CH2:12][CH2:11][CH2:10][CH2:9][C:8]3=[O:13])[S:5][CH:6]=2)=[CH:20][CH:19]=1, predict the reactants needed to synthesize it. The reactants are: Br[C:2]1[N:3]=[C:4]([N:7]2[CH2:12][CH2:11][CH2:10][CH2:9][C:8]2=[O:13])[S:5][CH:6]=1.C(O)C.[Cl:17][C:18]1[CH:23]=[CH:22][C:21](B(O)O)=[CH:20][CH:19]=1.C(=O)([O-])[O-].[K+].[K+]. (2) Given the product [Cl:5][C:6]1[CH:18]=[CH:17][CH:16]=[CH:15][C:7]=1[O:8][C:9]1[S:13][CH:12]=[N:11][CH:10]=1, predict the reactants needed to synthesize it. The reactants are: N([O-])=O.[Na+].[Cl:5][C:6]1[CH:18]=[CH:17][CH:16]=[CH:15][C:7]=1[O:8][C:9]1[S:13][C:12](N)=[N:11][CH:10]=1.[PH2](O)=O.[OH-].[Na+]. (3) Given the product [N:11]1([CH2:10][CH2:9][CH:8]([C:5]2[CH:6]=[CH:7][C:2]([C:31]3[CH:32]=[N:33][NH:34][CH:35]=3)=[CH:3][CH:4]=2)[O:16][C:17]2[CH:22]=[CH:21][CH:20]=[CH:19][CH:18]=2)[CH:15]=[CH:14][N:13]=[CH:12]1, predict the reactants needed to synthesize it. The reactants are: Br[C:2]1[CH:7]=[CH:6][C:5]([CH:8]([O:16][C:17]2[CH:22]=[CH:21][CH:20]=[CH:19][CH:18]=2)[CH2:9][CH2:10][N:11]2[CH:15]=[CH:14][N:13]=[CH:12]2)=[CH:4][CH:3]=1.CC1(C)C(C)(C)OB([C:31]2[CH:32]=[N:33][NH:34][CH:35]=2)O1. (4) Given the product [CH2:1]([C:5]1[C:9]([CH2:10][O:11][C:12]2[CH:20]=[CH:19][C:15]([C:16]([NH:28][C:25]3[CH:26]=[CH:27][N:23]([CH3:22])[N:24]=3)=[O:18])=[CH:14][N:13]=2)=[C:8]([CH3:21])[O:7][N:6]=1)[CH2:2][CH2:3][CH3:4], predict the reactants needed to synthesize it. The reactants are: [CH2:1]([C:5]1[C:9]([CH2:10][O:11][C:12]2[CH:20]=[CH:19][C:15]([C:16]([OH:18])=O)=[CH:14][N:13]=2)=[C:8]([CH3:21])[O:7][N:6]=1)[CH2:2][CH2:3][CH3:4].[CH3:22][N:23]1[CH:27]=[CH:26][C:25]([NH2:28])=[N:24]1. (5) Given the product [Br:28][C:24]1[CH:23]=[C:22]([C:20]([C:7]2[CH:12]=[CH:11][C:10]([O:13][CH:14]([CH3:16])[CH3:15])=[C:9]([CH3:17])[CH:8]=2)=[CH2:19])[CH:27]=[CH:26][CH:25]=1, predict the reactants needed to synthesize it. The reactants are: [Mg].BrCCBr.Br[C:7]1[CH:12]=[CH:11][C:10]([O:13][CH:14]([CH3:16])[CH3:15])=[C:9]([CH3:17])[CH:8]=1.[Br-].[CH3:19][C:20]([C:22]1[CH:27]=[CH:26][CH:25]=[C:24]([Br:28])[CH:23]=1)=O.